The task is: Predict the reactants needed to synthesize the given product.. This data is from Full USPTO retrosynthesis dataset with 1.9M reactions from patents (1976-2016). (1) Given the product [Cl:11][C:12]1[CH:17]=[C:16]([S:8][C:5]2[CH:6]=[CH:7][C:2]([Cl:1])=[CH:3][CH:4]=2)[CH:15]=[CH:14][N:13]=1, predict the reactants needed to synthesize it. The reactants are: [Cl:1][C:2]1[CH:7]=[CH:6][C:5]([SH:8])=[CH:4][CH:3]=1.[H-].[Na+].[Cl:11][C:12]1[CH:17]=[C:16]([N+]([O-])=O)[CH:15]=[CH:14][N:13]=1. (2) Given the product [CH3:1][CH:2]([CH3:14])[CH2:3][CH:4]([C:6]1[S:7][CH:8]=[CH:9][C:10]=1[N+:11]([O-:13])=[O:12])[CH3:5], predict the reactants needed to synthesize it. The reactants are: [CH3:1][CH:2]([CH3:14])[CH2:3][CH:4]([CH:6]1[C:10]([N+:11]([O-:13])=[O:12])=[CH:9][CH2:8][S:7]1)[CH3:5].S(Cl)(Cl)(=O)=O.C(=O)(O)[O-].[Na+].